Dataset: Catalyst prediction with 721,799 reactions and 888 catalyst types from USPTO. Task: Predict which catalyst facilitates the given reaction. Reactant: [Br:1][C:2]1[CH:3]=[CH:4][C:5](=[O:8])[NH:6][CH:7]=1.[Cl:9][C:10]1[CH:17]=[CH:16][C:13]([CH2:14]Br)=[CH:12][CH:11]=1. Product: [Cl:9][C:10]1[CH:17]=[CH:16][C:13]([CH2:14][N:6]2[CH:7]=[C:2]([Br:1])[CH:3]=[CH:4][C:5]2=[O:8])=[CH:12][CH:11]=1. The catalyst class is: 6.